This data is from Catalyst prediction with 721,799 reactions and 888 catalyst types from USPTO. The task is: Predict which catalyst facilitates the given reaction. (1) Reactant: [C:1]([C:3]1[CH:4]=[C:5]([C:13]2[S:17][C:16]([C:18]3[CH:27]=[CH:26][CH:25]=[C:24]4[C:19]=3[CH2:20][CH2:21][CH2:22][C@H:23]4[NH:28][S:29]([CH2:32][C:33]([OH:35])=O)(=[O:31])=[O:30])=[N:15][N:14]=2)[CH:6]=[CH:7][C:8]=1[O:9][CH:10]([CH3:12])[CH3:11])#[N:2].C1C=CC2N(O)N=NC=2C=1.C(Cl)CCl.[CH3:50][NH:51][CH3:52]. Product: [C:1]([C:3]1[CH:4]=[C:5]([C:13]2[S:17][C:16]([C:18]3[CH:27]=[CH:26][CH:25]=[C:24]4[C:19]=3[CH2:20][CH2:21][CH2:22][C@H:23]4[NH:28][S:29]([CH2:32][C:33]([N:51]([CH3:52])[CH3:50])=[O:35])(=[O:31])=[O:30])=[N:15][N:14]=2)[CH:6]=[CH:7][C:8]=1[O:9][CH:10]([CH3:11])[CH3:12])#[N:2]. The catalyst class is: 634. (2) Reactant: [Cl:1][C:2]1[CH:3]=[C:4]([NH:10][C:11](=[O:43])[CH2:12][CH2:13][S:14](=[O:42])(=[O:41])[N:15]([C:25]2[CH:26]=[C:27]3[C:32](=[CH:33][CH:34]=2)[N:31]([CH2:35][CH3:36])[C:30](=[O:37])[N:29]([CH2:38][CH3:39])[C:28]3=[O:40])CC2C=CC(OC)=CC=2)[CH:5]=[CH:6][C:7]=1[C:8]#[N:9].C(=O)([O-])O.[Na+]. Product: [Cl:1][C:2]1[CH:3]=[C:4]([NH:10][C:11](=[O:43])[CH2:12][CH2:13][S:14](=[O:42])(=[O:41])[NH:15][C:25]2[CH:26]=[C:27]3[C:32](=[CH:33][CH:34]=2)[N:31]([CH2:35][CH3:36])[C:30](=[O:37])[N:29]([CH2:38][CH3:39])[C:28]3=[O:40])[CH:5]=[CH:6][C:7]=1[C:8]#[N:9]. The catalyst class is: 67. (3) Reactant: [C:1]([O:5][C:6]([N:8]1[CH2:12][C@@H:11]([N:13]2[CH2:18][CH2:17][N:16]([C:19]3[C:24]([Cl:25])=[CH:23][C:22]([C:26]([OH:28])=O)=[CH:21][N:20]=3)[CH2:15][CH2:14]2)[CH2:10][C@H:9]1[C:29]([N:31]1[CH2:35][CH2:34][S:33][CH2:32]1)=[O:30])=[O:7])([CH3:4])([CH3:3])[CH3:2].Cl.Cl.Cl.C(C1C=C(Cl)C(N2CCN([C@@H]3CN[C@H](C(N4CCSC4)=O)C3)CC2)=[N:46]C=1)(O)=O.[Cl-].[NH4+].CN1CCOCC1.C1C=CC2N(O)N=NC=2C=1.CCN=C=NCCCN(C)C.Cl. Product: [C:1]([O:5][C:6]([N:8]1[CH2:12][C@@H:11]([N:13]2[CH2:18][CH2:17][N:16]([C:19]3[C:24]([Cl:25])=[CH:23][C:22]([C:26](=[O:28])[NH2:46])=[CH:21][N:20]=3)[CH2:15][CH2:14]2)[CH2:10][C@H:9]1[C:29]([N:31]1[CH2:35][CH2:34][S:33][CH2:32]1)=[O:30])=[O:7])([CH3:4])([CH3:3])[CH3:2]. The catalyst class is: 3.